Task: Predict the product of the given reaction.. Dataset: Forward reaction prediction with 1.9M reactions from USPTO patents (1976-2016) (1) Given the reactants [Cl-].[Br:2][C:3]1[CH:8]=[CH:7][C:6]([C@H:9]([NH3+:11])[CH3:10])=[C:5]([F:12])[CH:4]=1.[C:13](O[C:13]([O:15][C:16]([CH3:19])([CH3:18])[CH3:17])=[O:14])([O:15][C:16]([CH3:19])([CH3:18])[CH3:17])=[O:14].C(N(CC)CC)C, predict the reaction product. The product is: [Br:2][C:3]1[CH:8]=[CH:7][C:6]([C@H:9]([NH:11][C:13](=[O:14])[O:15][C:16]([CH3:19])([CH3:18])[CH3:17])[CH3:10])=[C:5]([F:12])[CH:4]=1. (2) Given the reactants Cl[C:2](Cl)([O:4]C(=O)OC(Cl)(Cl)Cl)Cl.[CH3:13][C:14]12[NH:22][C:18]([CH3:23])([CH2:19][CH2:20][CH2:21]1)[CH2:17][C:16](=[O:24])[CH2:15]2.N1C=CC=CC=1.[C:31]([OH:35])([CH3:34])([CH3:33])[CH3:32], predict the reaction product. The product is: [C:31]([O:35][C:2]([N:22]1[C:18]2([CH3:23])[CH2:19][CH2:20][CH2:21][C:14]1([CH3:13])[CH2:15][C:16](=[O:24])[CH2:17]2)=[O:4])([CH3:34])([CH3:33])[CH3:32]. (3) Given the reactants [CH3:1][C:2]1[S:3][CH:4]=[C:5]([CH3:24])[C:6]=1[C:7]1[C:8]([C:15]2[CH:20]=[CH:19][C:18]([O:21]C)=[CH:17][C:16]=2[F:23])=[N:9][N:10]([CH3:14])[C:11]=1[C:12]#[N:13].S(C)C, predict the reaction product. The product is: [CH3:1][C:2]1[S:3][CH:4]=[C:5]([CH3:24])[C:6]=1[C:7]1[C:8]([C:15]2[CH:20]=[CH:19][C:18]([OH:21])=[CH:17][C:16]=2[F:23])=[N:9][N:10]([CH3:14])[C:11]=1[C:12]#[N:13].